This data is from Forward reaction prediction with 1.9M reactions from USPTO patents (1976-2016). The task is: Predict the product of the given reaction. Given the reactants [NH2:1][C:2]1[CH:7]=[N:6][C:5]([C:8]2[CH:13]=[CH:12][C:11]([C:14]3[C:15]([C:20](O)=[O:21])=[CH:16][CH:17]=[CH:18][CH:19]=3)=[CH:10][C:9]=2[F:23])=[CH:4][N:3]=1.[CH:24]1([NH2:30])[CH2:29][CH2:28][CH2:27][CH2:26][CH2:25]1, predict the reaction product. The product is: [NH2:1][C:2]1[N:3]=[CH:4][C:5]([C:8]2[CH:13]=[CH:12][C:11]([C:14]3[C:15]([C:20]([NH:30][CH:24]4[CH2:29][CH2:28][CH2:27][CH2:26][CH2:25]4)=[O:21])=[CH:16][CH:17]=[CH:18][CH:19]=3)=[CH:10][C:9]=2[F:23])=[N:6][CH:7]=1.